Dataset: Forward reaction prediction with 1.9M reactions from USPTO patents (1976-2016). Task: Predict the product of the given reaction. (1) Given the reactants [Cl:1][C:2]1[CH:3]=[C:4]([C:9]2[CH2:14][CH2:13][CH:12]([C:15]([O:17][CH2:18][CH3:19])=[O:16])[CH2:11][CH:10]=2)[CH:5]=[CH:6][C:7]=1[F:8], predict the reaction product. The product is: [Cl:1][C:2]1[CH:3]=[C:4]([C@H:9]2[CH2:10][CH2:11][C@H:12]([C:15]([O:17][CH2:18][CH3:19])=[O:16])[CH2:13][CH2:14]2)[CH:5]=[CH:6][C:7]=1[F:8]. (2) Given the reactants C([O:4][C:5]1[CH:10]=[C:9]([C:11]#[N:12])[C:8](Br)=[C:7]([C:14]#[N:15])[C:6]=1[O:16]C(=O)C)(=O)C.[C:20]([C:23]1[CH:28]=[CH:27][C:26](B(O)O)=[CH:25][CH:24]=1)([OH:22])=[O:21], predict the reaction product. The product is: [C:14]([C:7]1[C:6]([OH:16])=[C:5]([OH:4])[CH:10]=[C:9]([C:11]#[N:12])[C:8]=1[C:26]1[CH:27]=[CH:28][C:23]([C:20]([OH:22])=[O:21])=[CH:24][CH:25]=1)#[N:15].